This data is from Retrosynthesis with 50K atom-mapped reactions and 10 reaction types from USPTO. The task is: Predict the reactants needed to synthesize the given product. (1) Given the product CCO[C@H](C)COCc1ccc([C@H]2C[C@@H](CC(C)(C)C(=O)O)N(S(=O)(=O)c3ccc(C)cc3)C[C@@H]2OCc2ccc3c(c2)N(CCCOC)CCO3)cc1, predict the reactants needed to synthesize it. The reactants are: CCO[C@H](C)COCc1ccc([C@H]2C[C@@H](CC(C)(C)C(=O)OC)N(S(=O)(=O)c3ccc(C)cc3)C[C@@H]2OCc2ccc3c(c2)N(CCCOC)CCO3)cc1. (2) Given the product CC(=O)N1C[C@H](NC(=O)C(C)(F)C(=O)NCC(F)(F)C(F)(F)F)C(=O)N(C)c2ccccc21, predict the reactants needed to synthesize it. The reactants are: CC(=O)N1C[C@H](N)C(=O)N(C)c2ccccc21.CC(F)(C(=O)O)C(=O)NCC(F)(F)C(F)(F)F. (3) Given the product CCOC(=O)c1ccc(C2=CCCc3ccccc32)cc1, predict the reactants needed to synthesize it. The reactants are: CCCC[Sn](CCCC)(CCCC)c1ccc(C(=O)OCC)cc1.O=S(=O)(OC1=CCCc2ccccc21)C(F)(F)F. (4) Given the product CC(C)(C)OC(=O)N1CC[C@]23CCCC[C@H]2[C@H]1Cc1ccc(OC(=O)Nc2ccccc2)cc13, predict the reactants needed to synthesize it. The reactants are: CC(C)(C)OC(=O)N1CC[C@]23CCCC[C@H]2[C@H]1Cc1ccc(O)cc13.O=C=Nc1ccccc1. (5) Given the product O=Cc1ccc(OCC2CCCCO2)c2ccccc12, predict the reactants needed to synthesize it. The reactants are: BrCC1CCCCO1.O=Cc1ccc(O)c2ccccc12. (6) The reactants are: COc1ccc2c(c1)CC(NCc1ccccc1)CC2. Given the product Oc1ccc2c(c1)CC(NCc1ccccc1)CC2, predict the reactants needed to synthesize it. (7) Given the product Fc1cccc(COc2ccc(Nc3ncncc3C#Cc3cccc(CNCCN4CCOCC4)n3)cc2Cl)c1, predict the reactants needed to synthesize it. The reactants are: NCCN1CCOCC1.OCc1cccc(C#Cc2cncnc2Nc2ccc(OCc3cccc(F)c3)c(Cl)c2)n1. (8) Given the product CC(=O)OCC(C)c1ccc2c(=O)c3ccccc3ccc2c1, predict the reactants needed to synthesize it. The reactants are: CC(=O)Cl.CC(CO)c1ccc2c(=O)c3ccccc3ccc2c1.